From a dataset of TCR-epitope binding with 47,182 pairs between 192 epitopes and 23,139 TCRs. Binary Classification. Given a T-cell receptor sequence (or CDR3 region) and an epitope sequence, predict whether binding occurs between them. (1) The epitope is NLWNTFTRL. The TCR CDR3 sequence is CASSLSAGGGTEAFF. Result: 0 (the TCR does not bind to the epitope). (2) The epitope is VTEHDTLLY. The TCR CDR3 sequence is CASSQDRSLEQYF. Result: 1 (the TCR binds to the epitope). (3) The epitope is WICLLQFAY. The TCR CDR3 sequence is CASSLVGTYNEQFF. Result: 1 (the TCR binds to the epitope). (4) The epitope is ITEEVGHTDLMAAY. The TCR CDR3 sequence is CASSLVSGQGDLSSYNEQFF. Result: 1 (the TCR binds to the epitope). (5) The TCR CDR3 sequence is CASSYSERGFTDTQYF. The epitope is ITEEVGHTDLMAAY. Result: 0 (the TCR does not bind to the epitope). (6) The epitope is YLNTLTLAV. The TCR CDR3 sequence is CASSLSGYIQYF. Result: 1 (the TCR binds to the epitope). (7) The epitope is FLYNLLTRV. The TCR CDR3 sequence is CASSQDRGERSTDTQYF. Result: 0 (the TCR does not bind to the epitope). (8) The epitope is KLSYGIATV. The TCR CDR3 sequence is CAISDQSYEQYF. Result: 0 (the TCR does not bind to the epitope). (9) The epitope is ISDYDYYRY. The TCR CDR3 sequence is CASSEEGRDEQYF. Result: 0 (the TCR does not bind to the epitope). (10) The TCR CDR3 sequence is CASSPLNLNEQFF. The epitope is LVLSVNPYV. Result: 0 (the TCR does not bind to the epitope).